This data is from Forward reaction prediction with 1.9M reactions from USPTO patents (1976-2016). The task is: Predict the product of the given reaction. (1) Given the reactants [F:1][C:2]([F:10])([F:9])[C:3]1[S:7][C:6](N)=[N:5][CH:4]=1.[C:11]([Cu])#[N:12], predict the reaction product. The product is: [F:1][C:2]([F:10])([F:9])[C:3]1[S:7][C:6]([C:11]#[N:12])=[N:5][CH:4]=1. (2) Given the reactants C(OC([NH:8][C:9]1[CH:14]=[CH:13][C:12]([CH:15]([CH2:21][CH2:22][CH2:23][CH3:24])[C:16]([O:18][CH2:19][CH3:20])=[O:17])=[CH:11][C:10]=1[C:25](=O)[C:26]([N:28]1[CH2:36][C:35]2[C:30](=[CH:31][CH:32]=[CH:33][CH:34]=2)[CH2:29]1)=[O:27])=O)(C)(C)C.[F-].[Cs+].C[Si]([N:44]=[C:45]=[N:46][Si](C)(C)C)(C)C.Cl.C(=O)(O)[O-], predict the reaction product. The product is: [NH2:44][C:45]1[N:46]=[C:25]([C:26]([N:28]2[CH2:29][C:30]3[C:35](=[CH:34][CH:33]=[CH:32][CH:31]=3)[CH2:36]2)=[O:27])[C:10]2[C:9](=[CH:14][CH:13]=[C:12]([CH:15]([CH2:21][CH2:22][CH2:23][CH3:24])[C:16]([O:18][CH2:19][CH3:20])=[O:17])[CH:11]=2)[N:8]=1. (3) Given the reactants [S:1]([C:4]1[CH:9]=[C:8]([C:10]2[CH:15]=[CH:14][CH:13]=[CH:12][CH:11]=2)[C:7]([OH:16])=[CH:6][CH:5]=1)C#N.O.O.O.O.O.O.O.O.O.[S-2].[Na+].[Na+].Cl, predict the reaction product. The product is: [SH:1][C:4]1[CH:9]=[C:8]([C:10]2[CH:15]=[CH:14][CH:13]=[CH:12][CH:11]=2)[C:7]([OH:16])=[CH:6][CH:5]=1.